From a dataset of Forward reaction prediction with 1.9M reactions from USPTO patents (1976-2016). Predict the product of the given reaction. Given the reactants [NH2:1][C:2]1[CH:7]=[CH:6][C:5]([S:8]([N:11]([CH2:13][CH2:14][O:15][CH2:16][CH2:17][OH:18])[CH3:12])(=[O:10])=[O:9])=[CH:4][CH:3]=1.C(O[CH:22]=[C:23]1[C:34]2[C:26](=[CH:27][CH:28]=[C:29]3[C:33]=2[S:32][CH:31]=[N:30]3)[NH:25][C:24]1=[O:35])C, predict the reaction product. The product is: [OH:18][CH2:17][CH2:16][O:15][CH2:14][CH2:13][N:11]([CH3:12])[S:8]([C:5]1[CH:6]=[CH:7][C:2]([NH:1][CH:22]=[C:23]2[C:34]3[C:26](=[CH:27][CH:28]=[C:29]4[C:33]=3[S:32][CH:31]=[N:30]4)[NH:25][C:24]2=[O:35])=[CH:3][CH:4]=1)(=[O:10])=[O:9].